From a dataset of Full USPTO retrosynthesis dataset with 1.9M reactions from patents (1976-2016). Predict the reactants needed to synthesize the given product. (1) The reactants are: Cl[C:2]1[N:7]=[C:6]([C:8]([F:11])([F:10])[F:9])[N:5]=[C:4]([NH:12][CH:13]2[CH2:18][CH2:17][N:16]([C:19]([O:21][C:22]([CH3:25])([CH3:24])[CH3:23])=[O:20])[CH2:15][CH2:14]2)[CH:3]=1.C([Sn](CCCC)(CCCC)/[CH:31]=[CH:32]\[O:33][CH2:34][CH3:35])CCC. Given the product [CH2:34]([O:33]/[CH:32]=[CH:31]\[C:2]1[N:7]=[C:6]([C:8]([F:11])([F:10])[F:9])[N:5]=[C:4]([NH:12][CH:13]2[CH2:18][CH2:17][N:16]([C:19]([O:21][C:22]([CH3:25])([CH3:24])[CH3:23])=[O:20])[CH2:15][CH2:14]2)[CH:3]=1)[CH3:35], predict the reactants needed to synthesize it. (2) Given the product [F:40][CH:2]([F:1])[O:3][C:4]1[CH:5]=[CH:6][C:7]([C:10]([F:39])([F:38])[CH2:11][N:12]2[CH2:13][CH2:14][CH:15]([NH:18][C:19]3[C:20]4[CH:27]=[CH:26][NH:25][C:21]=4[N:22]=[CH:23][N:24]=3)[CH2:16][CH2:17]2)=[N:8][CH:9]=1, predict the reactants needed to synthesize it. The reactants are: [F:1][CH:2]([F:40])[O:3][C:4]1[CH:5]=[CH:6][C:7]([C:10]([F:39])([F:38])[CH2:11][N:12]2[CH2:17][CH2:16][CH:15]([NH:18][C:19]3[C:20]4[CH:27]=[CH:26][N:25](S(C5C=CC(C)=CC=5)(=O)=O)[C:21]=4[N:22]=[CH:23][N:24]=3)[CH2:14][CH2:13]2)=[N:8][CH:9]=1.[OH-].[Na+].